This data is from Reaction yield outcomes from USPTO patents with 853,638 reactions. The task is: Predict the reaction yield, written as a fraction of the theoretical maximum amount of product (1.0 means a 100% yield; for example, 0.34 means a 34% yield). (1) The yield is 0.640. The product is [F:48][C:33]1[CH:34]=[C:35]([N:82]2[CH2:83][CH2:84][CH2:85][CH2:51][C:52]2=[O:54])[CH:36]=[CH:37][C:32]=1[N:28]1[CH2:29][CH2:30][CH2:31][CH:26]([NH:15][S:12]([C:7]2[CH:6]=[CH:5][C:4]3[C:9](=[CH:10][CH:11]=[C:2]([Cl:1])[CH:3]=3)[CH:8]=2)(=[O:14])=[O:13])[C:27]1=[O:49]. The catalyst is CN(C=O)C. The reactants are [Cl:1][C:2]1[CH:3]=[C:4]2[C:9](=[CH:10][CH:11]=1)[CH:8]=[C:7]([S:12]([N:15]([CH:26]1[CH2:31][CH2:30][CH2:29][N:28]([C:32]3[CH:37]=[CH:36][C:35](C4C=CC=CC=4S(C)(=O)=O)=[CH:34][C:33]=3[F:48])[C:27]1=[O:49])CC(N(CCN(C)C)C)=O)(=[O:14])=[O:13])[CH:6]=[CH:5]2.F[C:51](F)(F)[C:52]([O-:54])=O.CN(C)CCNC.CN1CCOCC1.CN([P+](O[N:82]1N=NC2[C:83]1=[CH:84][CH:85]=CC=2)(N(C)C)N(C)C)C.F[P-](F)(F)(F)(F)F. (2) The reactants are [CH3:1][O:2][C:3]1[CH:8]=[CH:7][C:6]([O:9][CH3:10])=[CH:5][C:4]=1[CH:11]1[CH2:15][CH2:14][CH2:13][CH:12]1[CH2:16][C:17]#N.[H-].C([Al+]CC(C)C)C(C)C.C1(C)C=CC=CC=1.CC[O:38]CC. No catalyst specified. The product is [CH3:1][O:2][C:3]1[CH:8]=[CH:7][C:6]([O:9][CH3:10])=[CH:5][C:4]=1[CH:11]1[CH2:15][CH2:14][CH2:13][CH:12]1[CH2:16][CH:17]=[O:38]. The yield is 0.760. (3) The reactants are C([O:4][CH2:5][C:6]1[C:7]([N:29]2[N:38]=[CH:37][C:36]3[C:31](=[C:32]([F:43])[CH:33]=[C:34]([C:39]([CH3:42])([CH3:41])[CH3:40])[CH:35]=3)[C:30]2=[O:44])=[N:8][CH:9]=[CH:10][C:11]=1[C:12]1[CH:17]=[C:16]([NH:18][C:19]2[CH:23]=[C:22]([CH3:24])[N:21]([CH2:25][CH3:26])[N:20]=2)[C:15](=[O:27])[N:14]([CH3:28])[CH:13]=1)(=O)C.[OH-].[Li+].C1COCC1.C(O)(C)C. The catalyst is O. The product is [C:39]([C:34]1[CH:35]=[C:36]2[C:31](=[C:32]([F:43])[CH:33]=1)[C:30](=[O:44])[N:29]([C:7]1[C:6]([CH2:5][OH:4])=[C:11]([C:12]3[CH:17]=[C:16]([NH:18][C:19]4[CH:23]=[C:22]([CH3:24])[N:21]([CH2:25][CH3:26])[N:20]=4)[C:15](=[O:27])[N:14]([CH3:28])[CH:13]=3)[CH:10]=[CH:9][N:8]=1)[N:38]=[CH:37]2)([CH3:41])([CH3:40])[CH3:42]. The yield is 0.260. (4) The reactants are [C:1]([C:5]1[CH:6]=[C:7]([C:15]2[CH:16]=[C:17]([C:28]([NH:30][C@H:31]3[CH2:34][C@H:33]([C:35]([O:37]C)=[O:36])[CH2:32]3)=[O:29])[N:18]([CH3:27])[C:19]=2[CH2:20][CH:21]2[CH2:26][CH2:25][CH2:24][CH2:23][CH2:22]2)[CH:8]=[C:9]([C:11]2([CH3:14])[CH2:13][CH2:12]2)[CH:10]=1)([CH3:4])([CH3:3])[CH3:2].O[Li].O. The catalyst is CO.O. The product is [C:1]([C:5]1[CH:6]=[C:7]([C:15]2[CH:16]=[C:17]([C:28]([NH:30][C@H:31]3[CH2:34][C@H:33]([C:35]([OH:37])=[O:36])[CH2:32]3)=[O:29])[N:18]([CH3:27])[C:19]=2[CH2:20][CH:21]2[CH2:26][CH2:25][CH2:24][CH2:23][CH2:22]2)[CH:8]=[C:9]([C:11]2([CH3:14])[CH2:12][CH2:13]2)[CH:10]=1)([CH3:2])([CH3:3])[CH3:4]. The yield is 0.270. (5) The reactants are [Cl:1][C:2]1[CH:18]=[CH:17][C:5]2[CH2:6][CH2:7][N:8](C(=O)C(F)(F)F)[CH2:9][CH2:10][C:4]=2[C:3]=1[NH:19][CH2:20][C:21]1[CH:26]=[CH:25][C:24]([CH2:27][N:28]([CH:30]([CH3:32])[CH3:31])[CH3:29])=[CH:23][CH:22]=1. The catalyst is [NH4+].[OH-].CO. The product is [Cl:1][C:2]1[CH:18]=[CH:17][C:5]2[CH2:6][CH2:7][NH:8][CH2:9][CH2:10][C:4]=2[C:3]=1[NH:19][CH2:20][C:21]1[CH:22]=[CH:23][C:24]([CH2:27][N:28]([CH:30]([CH3:32])[CH3:31])[CH3:29])=[CH:25][CH:26]=1. The yield is 0.930. (6) The reactants are [CH3:1][O:2][C:3](=[O:39])[CH:4]([C:9]1[CH:14]=[CH:13][C:12]([NH:15][C:16]([C:18]2[N:19](COCC[Si](C)(C)C)[CH:20]=[C:21]([C:23]#[N:24])[N:22]=2)=[O:17])=[C:11]([C:33]2[CH2:38][CH2:37][CH2:36][CH2:35][CH:34]=2)[CH:10]=1)[C:5]([O:7][CH3:8])=[O:6].C(O)(C(F)(F)F)=O. The catalyst is C(Cl)Cl. The product is [CH3:8][O:7][C:5](=[O:6])[CH:4]([C:9]1[CH:14]=[CH:13][C:12]([NH:15][C:16]([C:18]2[NH:19][CH:20]=[C:21]([C:23]#[N:24])[N:22]=2)=[O:17])=[C:11]([C:33]2[CH2:38][CH2:37][CH2:36][CH2:35][CH:34]=2)[CH:10]=1)[C:3]([O:2][CH3:1])=[O:39]. The yield is 0.840. (7) The reactants are [Cl:1][C:2]1[CH:24]=[C:23]([Cl:25])[CH:22]=[CH:21][C:3]=1[CH2:4][O:5][C:6]1[C:15]([CH3:16])=[C:14]([O:17][CH2:18][O:19][CH3:20])[CH:13]=[CH:12][C:7]=1[C:8]([O:10]C)=[O:9].[OH-].[Na+].O. The catalyst is O1CCCC1.CO. The product is [Cl:1][C:2]1[CH:24]=[C:23]([Cl:25])[CH:22]=[CH:21][C:3]=1[CH2:4][O:5][C:6]1[C:15]([CH3:16])=[C:14]([O:17][CH2:18][O:19][CH3:20])[CH:13]=[CH:12][C:7]=1[C:8]([OH:10])=[O:9]. The yield is 0.950. (8) The reactants are Cl[C:2]1[N:3]=[C:4]([C:19]2[O:20][CH:21]=[CH:22][CH:23]=2)[C:5]2[CH:10]=[CH:9][N:8]([CH2:11][C:12]3[CH:17]=[CH:16][CH:15]=[CH:14][C:13]=3[F:18])[C:6]=2[N:7]=1.[CH2:24]([NH2:35])[C:25]1[CH:34]=[CH:33][C:30]([O:31][CH3:32])=[C:27]([O:28][CH3:29])[CH:26]=1. The catalyst is CN1CCCC1=O. The product is [CH3:29][O:28][C:27]1[CH:26]=[C:25]([CH:34]=[CH:33][C:30]=1[O:31][CH3:32])[CH2:24][NH:35][C:2]1[N:3]=[C:4]([C:19]2[O:20][CH:21]=[CH:22][CH:23]=2)[C:5]2[CH:10]=[CH:9][N:8]([CH2:11][C:12]3[CH:17]=[CH:16][CH:15]=[CH:14][C:13]=3[F:18])[C:6]=2[N:7]=1. The yield is 0.880. (9) The reactants are [F:1][C:2]1[CH:3]=[C:4]([C:13]2[CH:14]=[N:15][N:16]3[CH:21]=[CH:20][C:19]([N:22]4[C@@H:26]([C:27]5[CH:32]=[CH:31][C:30]([F:33])=[CH:29][N:28]=5)[CH2:25][O:24][C:23]4=[O:34])=[N:18][C:17]=23)[CH:5]=[CH:6][C:7]=1[C:8]1[N:12]=[CH:11][NH:10][N:9]=1.C(=O)([O-])[O-].[Cs+].[Cs+].[P:41]([O:53][CH2:54]Cl)([O:48][C:49]([CH3:52])([CH3:51])[CH3:50])([O:43][C:44]([CH3:47])([CH3:46])[CH3:45])=[O:42]. The catalyst is CN(C=O)C.CCOC(C)=O. The product is [P:41]([O:53][CH2:54][N:10]1[CH:11]=[N:12][C:8]([C:7]2[CH:6]=[CH:5][C:4]([C:13]3[CH:14]=[N:15][N:16]4[CH:21]=[CH:20][C:19]([N:22]5[C@@H:26]([C:27]6[CH:32]=[CH:31][C:30]([F:33])=[CH:29][N:28]=6)[CH2:25][O:24][C:23]5=[O:34])=[N:18][C:17]=34)=[CH:3][C:2]=2[F:1])=[N:9]1)([O:43][C:44]([CH3:47])([CH3:46])[CH3:45])([O:48][C:49]([CH3:50])([CH3:51])[CH3:52])=[O:42]. The yield is 0.280. (10) The reactants are [Cl:1][C:2]1[C:11]2[C:6](=[CH:7][C:8]([O:14][CH2:15][CH:16]3[CH2:21][CH2:20][N:19]([CH3:22])[CH2:18][CH2:17]3)=[C:9]([O:12][CH3:13])[CH:10]=2)[N:5]=[CH:4][N:3]=1.[Br:23][C:24]1[CH:30]=[CH:29][C:27]([NH2:28])=[C:26]([F:31])[CH:25]=1.Cl. The catalyst is C(O)(C)C. The product is [ClH:1].[Br:23][C:24]1[CH:30]=[CH:29][C:27]([NH:28][C:2]2[C:11]3[C:6](=[CH:7][C:8]([O:14][CH2:15][CH:16]4[CH2:21][CH2:20][N:19]([CH3:22])[CH2:18][CH2:17]4)=[C:9]([O:12][CH3:13])[CH:10]=3)[N:5]=[CH:4][N:3]=2)=[C:26]([F:31])[CH:25]=1. The yield is 0.900.